Dataset: Forward reaction prediction with 1.9M reactions from USPTO patents (1976-2016). Task: Predict the product of the given reaction. (1) Given the reactants [OH:1][C:2]1[C:3]([C:12]([OH:14])=O)=[CH:4][CH:5]=[C:6]2[C:11]=1[N:10]=[CH:9][CH:8]=[CH:7]2.[CH2:15](N)[C:16]1[CH:21]=[CH:20][CH:19]=[CH:18][CH:17]=1.O[N:24]1C2C=CC=CC=2N=N1.Cl.CN(C)CCCN=C=NCC.C(N(CC)CC)C, predict the reaction product. The product is: [CH2:15]([C:9]1[CH:8]=[CH:7][C:6]2[C:11](=[C:2]([OH:1])[C:3]([C:12]([NH2:24])=[O:14])=[CH:4][CH:5]=2)[N:10]=1)[C:16]1[CH:21]=[CH:20][CH:19]=[CH:18][CH:17]=1. (2) The product is: [Br:2][C:3]1[CH:4]=[CH:5][C:6]2[C:7]3[N:15]([CH2:16][CH2:17][CH2:18][CH:19]=[O:20])[C:14]([CH2:24][CH2:25][CH3:26])=[N:13][C:8]=3[CH:9]=[N:10][C:11]=2[CH:12]=1. Given the reactants Cl.[Br:2][C:3]1[CH:4]=[CH:5][C:6]2[C:7]3[N:15]([CH2:16][CH2:17][CH2:18][CH:19](OC)[O:20]C)[C:14]([CH2:24][CH2:25][CH3:26])=[N:13][C:8]=3[CH:9]=[N:10][C:11]=2[CH:12]=1, predict the reaction product. (3) Given the reactants [CH2:1]([O:3][C:4](=[O:30])[CH2:5][N:6]1[C:14]2[CH2:13][CH2:12][CH2:11][C@@H:10]([NH:15][S:16]([C:19]3[CH:24]=[C:23]([C:25]([F:28])([F:27])[F:26])[CH:22]=[C:21](Br)[CH:20]=3)(=[O:18])=[O:17])[C:9]=2[CH:8]=[N:7]1)[CH3:2].[Na+].[CH3:32][S:33]([O-:35])=[O:34].[Na+].N1CCC[C@H]1C([O-])=O, predict the reaction product. The product is: [CH2:1]([O:3][C:4](=[O:30])[CH2:5][N:6]1[C:14]2[CH2:13][CH2:12][CH2:11][C@@H:10]([NH:15][S:16]([C:19]3[CH:24]=[C:23]([C:25]([F:28])([F:27])[F:26])[CH:22]=[C:21]([S:33]([CH3:32])(=[O:35])=[O:34])[CH:20]=3)(=[O:18])=[O:17])[C:9]=2[CH:8]=[N:7]1)[CH3:2].